Dataset: Full USPTO retrosynthesis dataset with 1.9M reactions from patents (1976-2016). Task: Predict the reactants needed to synthesize the given product. Given the product [CH:1]1([N:6]2[CH2:12][CH2:11][C:10]3[CH:13]=[CH:14][C:15]([CH:17]4[CH2:22][CH2:21][N:20]([C:28]5[CH:27]=[N:26][C:25]([C:24]([F:33])([F:32])[F:23])=[CH:30][CH:29]=5)[CH2:19][CH2:18]4)=[CH:16][C:9]=3[CH2:8][CH2:7]2)[CH2:5][CH2:4][CH2:3][CH2:2]1, predict the reactants needed to synthesize it. The reactants are: [CH:1]1([N:6]2[CH2:12][CH2:11][C:10]3[CH:13]=[CH:14][C:15]([CH:17]4[CH2:22][CH2:21][NH:20][CH2:19][CH2:18]4)=[CH:16][C:9]=3[CH2:8][CH2:7]2)[CH2:5][CH2:4][CH2:3][CH2:2]1.[F:23][C:24]([F:33])([F:32])[C:25]1[CH:30]=[CH:29][C:28](Br)=[CH:27][N:26]=1.C1(P(C2CCCCC2)C2C=CC=CC=2C2C(N(C)C)=CC=CC=2)CCCCC1.CC(C)([O-])C.[Na+].